Predict the reactants needed to synthesize the given product. From a dataset of Full USPTO retrosynthesis dataset with 1.9M reactions from patents (1976-2016). (1) Given the product [N:5]1[CH:6]=[CH:7][CH:8]=[N:9][C:4]=1[CH2:3][N:22]1[C:30]2[C:25](=[CH:26][CH:27]=[CH:28][CH:29]=2)[C@@:24]2([C:42]3[C:33](=[CH:34][C:35]4[O:40][CH2:39][CH2:38][O:37][C:36]=4[CH:41]=3)[O:32][CH2:31]2)[C:23]1=[O:43], predict the reactants needed to synthesize it. The reactants are: Cl.Cl[CH2:3][C:4]1[N:9]=[CH:8][CH:7]=[CH:6][N:5]=1.ClCC1C(C(F)(F)F)=NC=CC=1.[NH:22]1[C:30]2[C:25](=[CH:26][CH:27]=[CH:28][CH:29]=2)[C@@:24]2([C:42]3[C:33](=[CH:34][C:35]4[O:40][CH2:39][CH2:38][O:37][C:36]=4[CH:41]=3)[O:32][CH2:31]2)[C:23]1=[O:43].N1C2C(=CC=CC=2)C2(C3C(=CC4OCCOC=4C=3)OC2)C1=O. (2) The reactants are: [Br:1][C:2]1[CH:9]=[CH:8][C:5]([CH:6]=O)=[C:4]([F:10])[CH:3]=1.Cl.[NH2:12][OH:13].O. Given the product [Br:1][C:2]1[CH:9]=[CH:8][C:5]([CH:6]=[N:12][OH:13])=[C:4]([F:10])[CH:3]=1, predict the reactants needed to synthesize it. (3) Given the product [C:1]([O-:10])(=[O:9])[C:2]1[C:3](=[CH:5][CH:6]=[CH:7][CH:8]=1)[OH:4].[CH3:17][N+:16]([CH2:12][CH2:13][CH2:14][CH3:15])([CH2:22][CH2:23][CH2:24][CH3:25])[CH2:18][CH2:19][CH2:20][CH3:21].[C:1]([OH:10])(=[O:9])[C:2]1[C:3](=[CH:5][CH:6]=[CH:7][CH:8]=1)[OH:4], predict the reactants needed to synthesize it. The reactants are: [C:1]([OH:10])(=[O:9])[C:2]1[C:3](=[CH:5][CH:6]=[CH:7][CH:8]=1)[OH:4].[OH-].[CH2:12]([N+:16]([CH2:22][CH2:23][CH2:24][CH3:25])([CH2:18][CH2:19][CH2:20][CH3:21])[CH3:17])[CH2:13][CH2:14][CH3:15]. (4) The reactants are: Cl.[Br:2][C:3]1[CH:4]=[CH:5][C:6]([O:9][CH2:10][CH:11]2[CH2:16][CH2:15][NH:14][CH2:13][CH2:12]2)=[N:7][CH:8]=1.C([O-])([O-])=O.[K+].[K+].O.[CH3:24][C:25]1([CH3:28])[CH2:27][O:26]1. Given the product [Br:2][C:3]1[CH:4]=[CH:5][C:6]([O:9][CH2:10][CH:11]2[CH2:16][CH2:15][N:14]([CH2:24][C:25]([CH3:28])([OH:26])[CH3:27])[CH2:13][CH2:12]2)=[N:7][CH:8]=1, predict the reactants needed to synthesize it. (5) Given the product [C:1]([O:4][C@@H:5]1[C@@H:19]([O:20][C:21](=[O:23])[CH3:22])[C@H:18]([O:24][C:25](=[O:27])[CH3:26])[CH2:17][S:16][C@H:6]1[O:7][C:8]1[C:9]([C:14]2[NH:30][N:29]=[N:28][N:15]=2)=[N:10][CH:11]=[CH:12][CH:13]=1)(=[O:3])[CH3:2], predict the reactants needed to synthesize it. The reactants are: [C:1]([O:4][C@@H:5]1[C@@H:19]([O:20][C:21](=[O:23])[CH3:22])[C@H:18]([O:24][C:25](=[O:27])[CH3:26])[CH2:17][S:16][C@H:6]1[O:7][C:8]1[C:9]([C:14]#[N:15])=[N:10][CH:11]=[CH:12][CH:13]=1)(=[O:3])[CH3:2].[N:28]([Sn](C)(C)C)=[N+:29]=[N-:30].O.Cl. (6) Given the product [ClH:12].[Cl:12][C:11]1[CH:7]=[C:3]([C:4]([NH2:6])=[O:5])[C:1](=[NH:2])[N:32]([CH2:31][C:26]2[CH:27]=[CH:28][CH:29]=[CH:30][C:25]=2[S:22]([N:16]2[CH2:17][CH2:18][O:19][CH2:20][CH2:21]2)(=[O:24])=[O:23])[CH:10]=1, predict the reactants needed to synthesize it. The reactants are: [C:1]([CH:3]([CH:7]1[C:11]([Cl:12])=[C:10](Cl)C(=O)O1)[C:4]([NH2:6])=[O:5])#[N:2].Cl.[N:16]1([S:22]([C:25]2[CH:30]=[CH:29][CH:28]=[CH:27][C:26]=2[CH2:31][NH2:32])(=[O:24])=[O:23])[CH2:21][CH2:20][O:19][CH2:18][CH2:17]1.C(=O)([O-])[O-].[K+].[K+].[OH-].[Na+]. (7) Given the product [OH:13][C:12]1[C:11]([CH3:10])=[C:17]([OH:18])[CH:16]=[CH:15][C:14]=1[C:1]([C:2]1[CH:7]=[CH:6][CH:5]=[CH:4][CH:3]=1)=[O:8], predict the reactants needed to synthesize it. The reactants are: [C:1](Cl)(=[O:8])[C:2]1[CH:7]=[CH:6][CH:5]=[CH:4][CH:3]=1.[CH3:10][C:11]1[C:17]([OH:18])=[CH:16][CH:15]=[CH:14][C:12]=1[OH:13].[Cl-].[Cl-].[Cl-].[Al+3].